Task: Predict which catalyst facilitates the given reaction.. Dataset: Catalyst prediction with 721,799 reactions and 888 catalyst types from USPTO (1) Reactant: [Br:1][C:2]1[CH:10]=[C:9]2[C:5]([CH:6]=[CH:7][NH:8]2)=[CH:4][CH:3]=1.[H-].[Na+].[CH3:13][O:14][C:15]1[CH:20]=[CH:19][C:18]([S:21](Cl)(=[O:23])=[O:22])=[CH:17][C:16]=1[N:25]1[CH2:30][CH2:29][N:28]([C:31](=[O:36])[C:32]([Cl:35])([Cl:34])[Cl:33])[CH2:27][CH2:26]1. Product: [Cl:35][C:32]([Cl:33])([Cl:34])[C:31]([N:28]1[CH2:29][CH2:30][N:25]([C:16]2[CH:17]=[C:18]([S:21]([N:8]3[C:9]4[C:5](=[CH:4][CH:3]=[C:2]([Br:1])[CH:10]=4)[CH:6]=[CH:7]3)(=[O:22])=[O:23])[CH:19]=[CH:20][C:15]=2[O:14][CH3:13])[CH2:26][CH2:27]1)=[O:36]. The catalyst class is: 1. (2) Reactant: [ClH:1].[CH2:2]([O:9][C:10]([C:12]1[C:20]2[C:15](=[CH:16][CH:17]=[C:18]([CH2:21][CH2:22][NH2:23])[CH:19]=2)[NH:14][C:13]=1[CH3:24])=[O:11])[C:3]1[CH:8]=[CH:7][CH:6]=[CH:5][CH:4]=1.[CH:25](=O)[CH3:26].[BH-](OC(C)=O)(OC(C)=O)O[C:30]([CH3:32])=O.[Na+].C([O-])(O)=O.[Na+]. The catalyst class is: 2. Product: [ClH:1].[ClH:1].[CH2:2]([O:9][C:10]([C:12]1[C:20]2[C:15](=[CH:16][CH:17]=[C:18]([CH2:21][CH2:22][N:23]([CH2:25][CH3:26])[CH2:30][CH3:32])[CH:19]=2)[NH:14][C:13]=1[CH3:24])=[O:11])[C:3]1[CH:4]=[CH:5][CH:6]=[CH:7][CH:8]=1.